Dataset: Catalyst prediction with 721,799 reactions and 888 catalyst types from USPTO. Task: Predict which catalyst facilitates the given reaction. (1) Reactant: Cl.[NH2:2][CH:3]([C:5]1[CH:10]=[CH:9][C:8]([C:11]([CH3:15])([CH3:14])[C:12]#[N:13])=[CH:7][CH:6]=1)[CH3:4].CCN(CC)CC.[C:23](O[C:23]([O:25][C:26]([CH3:29])([CH3:28])[CH3:27])=[O:24])([O:25][C:26]([CH3:29])([CH3:28])[CH3:27])=[O:24]. Product: [C:12]([C:11]([C:8]1[CH:9]=[CH:10][C:5]([CH:3]([NH:2][C:23](=[O:24])[O:25][C:26]([CH3:29])([CH3:28])[CH3:27])[CH3:4])=[CH:6][CH:7]=1)([CH3:14])[CH3:15])#[N:13]. The catalyst class is: 1. (2) Reactant: [CH3:1][O:2][C:3]1[CH:10]=[CH:9][CH:8]=[CH:7][C:4]=1[CH2:5]Cl.[NH2:11][CH2:12][C:13]1[CH:18]=[CH:17][CH:16]=[CH:15][N:14]=1.C(=O)([O-])[O-].[K+].[K+]. Product: [CH3:1][O:2][C:3]1[CH:10]=[CH:9][CH:8]=[CH:7][C:4]=1[CH2:5][NH:11][CH2:12][C:13]1[CH:18]=[CH:17][CH:16]=[CH:15][N:14]=1. The catalyst class is: 23. (3) Reactant: [N+:1]([C:4]1[CH:9]=[CH:8][C:7]([N:10]=[C:11]=[O:12])=[CH:6][CH:5]=1)([O-:3])=[O:2].Cl.[Cl:14][CH2:15][CH2:16][CH2:17][NH2:18].C(N(CC)C(C)C)(C)C.O. Product: [Cl:14][CH2:15][CH2:16][CH2:17][NH:18][C:11]([NH:10][C:7]1[CH:6]=[CH:5][C:4]([N+:1]([O-:3])=[O:2])=[CH:9][CH:8]=1)=[O:12]. The catalyst class is: 2. (4) Reactant: [CH3:1][C:2]([C:6]1[CH:11]=[CH:10][C:9]([OH:12])=[CH:8][CH:7]=1)([CH3:5])[CH2:3][CH3:4].[CH3:13][N:14]([CH3:18])[C:15](Cl)=[S:16].C1N2CCN(CC2)C1. Product: [CH3:5][C:2]([C:6]1[CH:7]=[CH:8][C:9]([O:12][C:15](=[S:16])[N:14]([CH3:18])[CH3:13])=[CH:10][CH:11]=1)([CH3:1])[CH2:3][CH3:4]. The catalyst class is: 3. (5) Reactant: [Cl:1][C:2]([C:6]1[CH:7]=[C:8]([OH:12])[CH:9]=[CH:10][CH:11]=1)=[C:3]([Cl:5])[Cl:4].O[CH2:14][NH:15][C:16](=[O:19])[CH2:17][Cl:18].S(=O)(=O)(O)O.C([O-])(O)=O.[Na+]. Product: [Cl:18][CH2:17][C:16]([NH:15][CH2:14][C:9]1[CH:10]=[CH:11][C:6]([C:2]([Cl:1])=[C:3]([Cl:4])[Cl:5])=[CH:7][C:8]=1[OH:12])=[O:19]. The catalyst class is: 15.